From a dataset of Forward reaction prediction with 1.9M reactions from USPTO patents (1976-2016). Predict the product of the given reaction. (1) Given the reactants CC1N(C2C=CC=C(C(F)(F)F)C=2)N=C(C2C=NC=NC=2)C=1C(O)=O.[Br:26][C:27]1[CH:32]=[CH:31][C:30]([N:33]2[C:37]([CH3:38])=[C:36]([C:39]([OH:41])=O)[C:35]([C:42]3[CH:43]=[N:44][CH:45]=[N:46][CH:47]=3)=[N:34]2)=[CH:29][C:28]=1[C:48]([F:51])([F:50])[F:49].Cl.Cl.[NH:54]1[CH2:59][CH2:58][CH:57]([N:60]2[CH2:64][CH2:63][CH2:62][C@H:61]2[CH2:65][OH:66])[CH2:56][CH2:55]1, predict the reaction product. The product is: [Br:26][C:27]1[CH:32]=[CH:31][C:30]([N:33]2[C:37]([CH3:38])=[C:36]([C:39]([N:54]3[CH2:55][CH2:56][CH:57]([N:60]4[CH2:64][CH2:63][CH2:62][C@H:61]4[CH2:65][OH:66])[CH2:58][CH2:59]3)=[O:41])[C:35]([C:42]3[CH:47]=[N:46][CH:45]=[N:44][CH:43]=3)=[N:34]2)=[CH:29][C:28]=1[C:48]([F:51])([F:50])[F:49]. (2) Given the reactants CS(O[CH2:6][CH2:7]/[CH:8]=[CH:9]/[C:10]1[CH:15]=[CH:14][C:13]([Cl:16])=[C:12]([Cl:17])[CH:11]=1)(=O)=O.[N-:18]=[N+:19]=[N-:20].[Na+], predict the reaction product. The product is: [N:18]([CH2:6][CH2:7]/[CH:8]=[CH:9]/[C:10]1[CH:15]=[CH:14][C:13]([Cl:16])=[C:12]([Cl:17])[CH:11]=1)=[N+:19]=[N-:20]. (3) Given the reactants [Cl:1][C:2]1[CH:7]=[CH:6][C:5]([CH:8]([C:26]2[CH:31]=[CH:30][C:29]([Cl:32])=[CH:28][CH:27]=2)[C:9]2[CH:10]=[C:11]3[C:16](=[CH:17][CH:18]=2)[N:15]=[CH:14][N:13]=[C:12]3[NH:19][CH:20]2[CH2:25][CH2:24][NH:23][CH2:22][CH2:21]2)=[CH:4][CH:3]=1.[OH:33][C:34]1[CH:39]=[CH:38][C:37]([S:40](Cl)(=[O:42])=[O:41])=[CH:36][CH:35]=1, predict the reaction product. The product is: [Cl:1][C:2]1[CH:7]=[CH:6][C:5]([CH:8]([C:26]2[CH:27]=[CH:28][C:29]([Cl:32])=[CH:30][CH:31]=2)[C:9]2[CH:10]=[C:11]3[C:16](=[CH:17][CH:18]=2)[N:15]=[CH:14][N:13]=[C:12]3[NH:19][CH:20]2[CH2:21][CH2:22][N:23]([S:40]([C:37]3[CH:38]=[CH:39][C:34]([OH:33])=[CH:35][CH:36]=3)(=[O:42])=[O:41])[CH2:24][CH2:25]2)=[CH:4][CH:3]=1. (4) Given the reactants [NH:1]1[CH:5]=[N:4][CH:3]=[N:2]1.S(Cl)(Cl)=O.[C:10]1([CH3:27])[CH:15]=[CH:14][C:13]([CH:16]2[CH2:25][CH:24](O)[C:23]3[C:18](=[CH:19][CH:20]=[CH:21][CH:22]=3)[NH:17]2)=[CH:12][CH:11]=1, predict the reaction product. The product is: [C:10]1([CH3:27])[CH:11]=[CH:12][C:13]([CH:16]2[CH2:25][CH:24]([N:1]3[CH:5]=[N:4][CH:3]=[N:2]3)[C:23]3[C:18](=[CH:19][CH:20]=[CH:21][CH:22]=3)[NH:17]2)=[CH:14][CH:15]=1. (5) Given the reactants O[CH2:2][C@@H:3]([CH2:15][CH2:16][CH2:17][CH2:18][CH:19]=[CH2:20])[C:4]([NH:6][O:7][CH2:8][C:9]1[CH:14]=[CH:13][CH:12]=[CH:11][CH:10]=1)=[O:5].C1(P(C2C=CC=CC=2)C2C=CC=CC=2)C=CC=CC=1.N(C(OC(C)C)=O)=NC(OC(C)C)=O, predict the reaction product. The product is: [CH2:15]([C@@H:3]1[CH2:2][N:6]([O:7][CH2:8][C:9]2[CH:14]=[CH:13][CH:12]=[CH:11][CH:10]=2)[C:4]1=[O:5])[CH2:16][CH2:17][CH2:18][CH:19]=[CH2:20].